Dataset: Forward reaction prediction with 1.9M reactions from USPTO patents (1976-2016). Task: Predict the product of the given reaction. (1) Given the reactants Br[C:2]1[CH:3]=[C:4]([C:8]2[CH:9]=[N:10][C:11]3[N:12]([C:14]([C:17]4([C:20]5[CH:21]=[C:22]6[C:27](=[CH:28][CH:29]=5)[N:26]=[CH:25][CH:24]=[CH:23]6)[CH2:19][CH2:18]4)=[N:15][N:16]=3)[N:13]=2)[CH:5]=[CH:6][CH:7]=1.[NH:30]1[CH:34]=[CH:33][N:32]=[CH:31]1.[I-].[Na+].CN[C@H]1CCCC[C@@H]1NC.C(=O)([O-])[O-].[Cs+].[Cs+], predict the reaction product. The product is: [N:30]1([C:2]2[CH:3]=[C:4]([C:8]3[CH:9]=[N:10][C:11]4[N:12]([C:14]([C:17]5([C:20]6[CH:21]=[C:22]7[C:27](=[CH:28][CH:29]=6)[N:26]=[CH:25][CH:24]=[CH:23]7)[CH2:19][CH2:18]5)=[N:15][N:16]=4)[N:13]=3)[CH:5]=[CH:6][CH:7]=2)[CH:34]=[CH:33][N:32]=[CH:31]1. (2) Given the reactants [C@H]1(N)[CH2:6][CH2:5][CH2:4][CH2:3][C@@H:2]1[NH2:7].[C:9]([O-:12])([O-])=O.[Cs+].[Cs+].[Cl:15][C:16]1[CH:17]=[C:18]2[C:23](=[CH:24][CH:25]=1)[C:22](=[O:26])[NH:21][CH2:20][CH2:19]2.BrC1C(C=O)=CC=NC=1, predict the reaction product. The product is: [Cl:15][C:16]1[CH:17]=[C:18]2[C:23](=[CH:24][CH:25]=1)[C:22](=[O:26])[N:21]([C:3]1[CH:4]=[C:5]([CH:9]=[O:12])[CH:6]=[N:7][CH:2]=1)[CH2:20][CH2:19]2. (3) Given the reactants I[C:2]1[C:3]([O:12][CH3:13])=[N:4][CH:5]=[CH:6][C:7]=1[C:8]([F:11])([F:10])[F:9].[CH3:14][O:15][C:16](=[O:46])[CH2:17][C@H:18]1[C:22]2[CH:23]=[CH:24][C:25]([O:27][C@H:28]3[C:36]4[C:31](=[C:32](B5OC(C)(C)C(C)(C)O5)[CH:33]=[CH:34][CH:35]=4)[CH2:30][CH2:29]3)=[CH:26][C:21]=2[O:20][CH2:19]1, predict the reaction product. The product is: [CH3:14][O:15][C:16](=[O:46])[CH2:17][C@H:18]1[C:22]2[CH:23]=[CH:24][C:25]([O:27][C@H:28]3[C:36]4[C:31](=[C:32]([C:2]5[C:3]([O:12][CH3:13])=[N:4][CH:5]=[CH:6][C:7]=5[C:8]([F:11])([F:10])[F:9])[CH:33]=[CH:34][CH:35]=4)[CH2:30][CH2:29]3)=[CH:26][C:21]=2[O:20][CH2:19]1. (4) Given the reactants [NH2:1][C:2]1[N:7]=[C:6]([S:8]([NH:11][C:12](=[O:33])[C:13]2[CH:18]=[CH:17][C:16]([C:19]([CH3:22])([CH3:21])[CH3:20])=[N:15][C:14]=2[O:23][C:24]2[C:29]([CH3:30])=[CH:28][C:27]([CH3:31])=[CH:26][C:25]=2[CH3:32])(=[NH:10])=[O:9])[CH:5]=[CH:4][CH:3]=1.C(=O)=O, predict the reaction product. The product is: [NH2:10][S@:8]([C:6]1[CH:5]=[CH:4][CH:3]=[C:2]([NH2:1])[N:7]=1)(=[O:9])=[N:11][C:12]([C:13]1[C:14]([O:23][C:24]2[C:25]([CH3:32])=[CH:26][C:27]([CH3:31])=[CH:28][C:29]=2[CH3:30])=[N:15][C:16]([C:19]([CH3:22])([CH3:21])[CH3:20])=[CH:17][CH:18]=1)=[O:33].[NH2:10][S@@:8]([C:6]1[CH:5]=[CH:4][CH:3]=[C:2]([NH2:1])[N:7]=1)(=[O:9])=[N:11][C:12]([C:13]1[C:14]([O:23][C:24]2[C:25]([CH3:32])=[CH:26][C:27]([CH3:31])=[CH:28][C:29]=2[CH3:30])=[N:15][C:16]([C:19]([CH3:22])([CH3:21])[CH3:20])=[CH:17][CH:18]=1)=[O:33].